From a dataset of NCI-60 drug combinations with 297,098 pairs across 59 cell lines. Regression. Given two drug SMILES strings and cell line genomic features, predict the synergy score measuring deviation from expected non-interaction effect. (1) Drug 1: CN1CCC(CC1)COC2=C(C=C3C(=C2)N=CN=C3NC4=C(C=C(C=C4)Br)F)OC. Drug 2: C(CN)CNCCSP(=O)(O)O. Cell line: MCF7. Synergy scores: CSS=4.13, Synergy_ZIP=-2.09, Synergy_Bliss=-1.95, Synergy_Loewe=-8.18, Synergy_HSA=-2.75. (2) Drug 1: CS(=O)(=O)C1=CC(=C(C=C1)C(=O)NC2=CC(=C(C=C2)Cl)C3=CC=CC=N3)Cl. Drug 2: CNC(=O)C1=CC=CC=C1SC2=CC3=C(C=C2)C(=NN3)C=CC4=CC=CC=N4. Cell line: NCI-H226. Synergy scores: CSS=9.44, Synergy_ZIP=-0.397, Synergy_Bliss=2.96, Synergy_Loewe=-0.516, Synergy_HSA=1.36. (3) Drug 1: CC12CCC(CC1=CCC3C2CCC4(C3CC=C4C5=CN=CC=C5)C)O. Drug 2: C1CCC(C1)C(CC#N)N2C=C(C=N2)C3=C4C=CNC4=NC=N3. Cell line: UO-31. Synergy scores: CSS=16.9, Synergy_ZIP=-5.89, Synergy_Bliss=-2.20, Synergy_Loewe=-0.407, Synergy_HSA=0.629. (4) Drug 1: C1C(C(OC1N2C=NC(=NC2=O)N)CO)O. Drug 2: C(CCl)NC(=O)N(CCCl)N=O. Cell line: NCI-H522. Synergy scores: CSS=27.1, Synergy_ZIP=-9.51, Synergy_Bliss=-3.97, Synergy_Loewe=0.160, Synergy_HSA=0.660.